Dataset: Forward reaction prediction with 1.9M reactions from USPTO patents (1976-2016). Task: Predict the product of the given reaction. (1) Given the reactants [Cl:1][C:2]1[CH:7]=[CH:6][C:5]([C:8](O)([C:32]2[N:36]([CH3:37])[CH:35]=[N:34][CH:33]=2)[C:9]2[CH:10]=[C:11]3[C:16](=[CH:17][CH:18]=2)[N:15]([CH3:19])[C:14](=[O:20])[CH:13]=[C:12]3[C:21]2[S:22][CH:23]=[C:24]([C:26]3[CH:31]=[CH:30][CH:29]=[CH:28][CH:27]=3)[N:25]=2)=[CH:4][CH:3]=1.[NH4+].[OH-], predict the reaction product. The product is: [Cl:1][C:2]1[CH:7]=[CH:6][C:5]([CH:8]([C:32]2[N:36]([CH3:37])[CH:35]=[N:34][CH:33]=2)[C:9]2[CH:10]=[C:11]3[C:16](=[CH:17][CH:18]=2)[N:15]([CH3:19])[C:14](=[O:20])[CH:13]=[C:12]3[C:21]2[S:22][CH:23]=[C:24]([C:26]3[CH:31]=[CH:30][CH:29]=[CH:28][CH:27]=3)[N:25]=2)=[CH:4][CH:3]=1. (2) Given the reactants [NH2:1][CH2:2][C@@H:3]1[C@H:8]([CH3:9])[CH2:7][CH2:6][CH2:5][N:4]1[C:10]([C:12]1[CH:17]=[C:16]([CH3:18])[CH:15]=[CH:14][C:13]=1[N:19]1[N:23]=[C:22]([CH3:24])[CH:21]=[N:20]1)=[O:11].Br[C:26]1[CH:31]=[CH:30][C:29]([F:32])=[CH:28][N:27]=1, predict the reaction product. The product is: [F:32][C:29]1[CH:30]=[CH:31][C:26]([NH:1][CH2:2][C@@H:3]2[C@H:8]([CH3:9])[CH2:7][CH2:6][CH2:5][N:4]2[C:10]([C:12]2[CH:17]=[C:16]([CH3:18])[CH:15]=[CH:14][C:13]=2[N:19]2[N:23]=[C:22]([CH3:24])[CH:21]=[N:20]2)=[O:11])=[N:27][CH:28]=1. (3) Given the reactants [CH2:1]([O:3][CH2:4][C:5]1[N:6]([CH2:18][CH2:19][CH2:20][C:21]([N:23]2[CH2:28][CH2:27][O:26][CH2:25][CH2:24]2)=[O:22])[C:7]2[C:16]3[N:15]=[CH:14][CH:13]=[CH:12][C:11]=3[N:10]=[CH:9][C:8]=2[N:17]=1)[CH3:2].C1C=C(Cl)C=C(C(OO)=O)C=1.[OH-].[NH4+:41].C1(C)C=CC(S(Cl)(=O)=O)=CC=1, predict the reaction product. The product is: [CH2:1]([O:3][CH2:4][C:5]1[N:6]([CH2:18][CH2:19][CH2:20][C:21]([N:23]2[CH2:28][CH2:27][O:26][CH2:25][CH2:24]2)=[O:22])[C:7]2[C:16]3[N:15]=[CH:14][CH:13]=[CH:12][C:11]=3[N:10]=[C:9]([NH2:41])[C:8]=2[N:17]=1)[CH3:2]. (4) The product is: [CH3:1][O:2][C:3]([C:5]1([CH2:17][CH2:18][CH2:19][NH:28][CH2:21][C:22]2[CH:27]=[CH:26][CH:25]=[CH:24][CH:23]=2)[CH2:9][CH2:8][CH2:7][N:6]1[C:10]([O:12][C:13]([CH3:14])([CH3:15])[CH3:16])=[O:11])=[O:4]. Given the reactants [CH3:1][O:2][C:3]([C:5]1([CH2:17][CH2:18][CH:19]=O)[CH2:9][CH2:8][CH2:7][N:6]1[C:10]([O:12][C:13]([CH3:16])([CH3:15])[CH3:14])=[O:11])=[O:4].[CH2:21]([NH2:28])[C:22]1[CH:27]=[CH:26][CH:25]=[CH:24][CH:23]=1.C(O[BH-](OC(=O)C)OC(=O)C)(=O)C.[Na+].[Cl-].[NH4+], predict the reaction product.